Dataset: Reaction yield outcomes from USPTO patents with 853,638 reactions. Task: Predict the reaction yield, written as a fraction of the theoretical maximum amount of product (1.0 means a 100% yield; for example, 0.34 means a 34% yield). (1) The reactants are [N:1]1([C:5]([C:7]2[CH:16]=[CH:15][C:14]3[C:9](=[C:10]([C:17]4[CH:22]=[CH:21][C:20]([C:23]5[CH:24]=[N:25][N:26]([CH3:28])[CH:27]=5)=[CH:19][CH:18]=4)[CH:11]=[N:12][CH:13]=3)[N:8]=2)=[O:6])[CH2:4][CH2:3][CH2:2]1.ClC1C=C(C=CC=1)C(OO)=O.C([O-])(O)=O.[Na+].C1(C)C=CC(S(Cl)(=O)=O)=CC=1.C(C[NH2:59])O. The catalyst is C(Cl)Cl.O. The product is [NH2:59][C:13]1[N:12]=[CH:11][C:10]([C:17]2[CH:18]=[CH:19][C:20]([C:23]3[CH:24]=[N:25][N:26]([CH3:28])[CH:27]=3)=[CH:21][CH:22]=2)=[C:9]2[C:14]=1[CH:15]=[CH:16][C:7]([C:5]([N:1]1[CH2:2][CH2:3][CH2:4]1)=[O:6])=[N:8]2. The yield is 0.210. (2) The reactants are Br[C:2]1[CH:7]=[CH:6][C:5]([O:8][CH3:9])=[CH:4][N:3]=1.[CH3:10][N:11]1[CH:15]=[CH:14][C:13]([NH2:16])=[N:12]1. The catalyst is O1CCOCC1.Cl[Pd-](P(C1CC2CC1CC2)C1CC2CC1CC2)[C-]1C=CC=C1N(C)C.[CH-]1C=CC=C1.[Fe+2]. The product is [CH3:9][O:8][C:5]1[CH:6]=[CH:7][C:2]([NH:16][C:13]2[CH:14]=[CH:15][N:11]([CH3:10])[N:12]=2)=[N:3][CH:4]=1. The yield is 0.550. (3) The reactants are [Cl:1][C:2]1[CH:7]=[CH:6][C:5]([NH:8][C:9]2[N:14]=[C:13](Cl)[N:12]=[C:11]([Cl:16])[N:10]=2)=[CH:4][CH:3]=1.[CH3:17][O:18][C:19]1[CH:24]=[CH:23][C:22]([NH2:25])=[CH:21][CH:20]=1. No catalyst specified. The product is [Cl:16][C:11]1[N:10]=[C:9]([NH:8][C:5]2[CH:4]=[CH:3][C:2]([Cl:1])=[CH:7][CH:6]=2)[N:14]=[C:13]([NH:25][C:22]2[CH:23]=[CH:24][C:19]([O:18][CH3:17])=[CH:20][CH:21]=2)[N:12]=1. The yield is 0.620. (4) The reactants are [CH3:1][C@H:2]1[CH2:11][C:9](=[O:10])[C:5](=[C:6]([CH3:8])[CH3:7])[CH2:4][CH2:3]1.C([O-])(O)=[O:13].[Na+].Cl.[CH3:18][CH2:19]OCC. The catalyst is BrBr.CC[O-].[Na+].O. The product is [CH3:1][C@@H:2]1[CH2:3][CH2:4][C:5](=[C:6]([CH3:7])[CH3:8])[CH:11]1[C:9]([O:10][CH2:18][CH3:19])=[O:13]. The yield is 0.640. (5) The reactants are [CH2:1]([C:8]#[N:9])[C:2]1[CH:7]=[CH:6][CH:5]=[CH:4][CH:3]=1.[NH2:10][OH:11].ON=C(N)C1C=CC=CC=1. The catalyst is CCO. The product is [OH:11][N:10]=[C:8]([NH2:9])[CH2:1][C:2]1[CH:7]=[CH:6][CH:5]=[CH:4][CH:3]=1. The yield is 0.819. (6) The reactants are Br[C:2]1[C:3]([Cl:13])=[CH:4][C:5]2[O:6][CH2:7][C:8](=[O:12])[NH:9][C:10]=2[N:11]=1.[C:14]1(/[CH:20]=[CH:21]/B(O)O)[CH:19]=[CH:18][CH:17]=[CH:16][CH:15]=1.C(=O)([O-])O.[K+]. The catalyst is O1CCOCC1.O.C(OCC)(=O)C. The product is [Cl:13][C:3]1[C:2](/[CH:21]=[CH:20]/[C:14]2[CH:19]=[CH:18][CH:17]=[CH:16][CH:15]=2)=[N:11][C:10]2[NH:9][C:8](=[O:12])[CH2:7][O:6][C:5]=2[CH:4]=1. The yield is 0.680. (7) The reactants are C([Li])CCC.C(NC(C)C)(C)C.[C:13]([O:16][C:17]([CH3:20])([CH3:19])[CH3:18])(=[O:15])[CH3:14].[CH3:21][C@H:22]([C@H:34]([CH3:38])[CH2:35][CH2:36][CH3:37])[CH:23]=[N:24][S:25]([C:27]1[CH:32]=[CH:31][C:30]([CH3:33])=[CH:29][CH:28]=1)=[O:26]. The catalyst is C1COCC1.CC(C)[O-].CC(C)[O-].CC(C)[O-].Cl[Ti+3]. The product is [C:17]([O:16][C:13](=[O:15])[CH2:14][C@@H:23]([NH:24][S:25]([C:27]1[CH:32]=[CH:31][C:30]([CH3:33])=[CH:29][CH:28]=1)=[O:26])[C@H:22]([CH3:21])[C@H:34]([CH3:38])[CH2:35][CH2:36][CH3:37])([CH3:20])([CH3:19])[CH3:18]. The yield is 0.539. (8) The product is [O:43]=[S:39]1(=[O:44])[CH2:40][CH2:41][CH:42]=[C:38]1[C:22]1[CH:21]=[CH:20][C:18]2[NH:19][C:14]([C:11]3[C:12](=[O:13])[N:7]([CH2:6][C:5]4[CH:31]=[CH:32][C:2]([F:1])=[CH:3][CH:4]=4)[N:8]4[CH:30]=[CH:29][CH:28]=[C:9]4[C:10]=3[OH:27])=[N:15][S:16](=[O:26])(=[O:25])[C:17]=2[CH:23]=1. The yield is 0.486. The reactants are [F:1][C:2]1[CH:32]=[CH:31][C:5]([CH2:6][N:7]2[C:12](=[O:13])[C:11]([C:14]3[NH:19][C:18]4[CH:20]=[CH:21][C:22](I)=[CH:23][C:17]=4[S:16](=[O:26])(=[O:25])[N:15]=3)=[C:10]([OH:27])[C:9]3=[CH:28][CH:29]=[CH:30][N:8]23)=[CH:4][CH:3]=1.C([Sn](CCCC)(CCCC)[C:38]1[S:39](=[O:44])(=[O:43])[CH2:40][CH2:41][CH:42]=1)CCC. The catalyst is CN(C)C=O.C1C=CC([P]([Pd]([P](C2C=CC=CC=2)(C2C=CC=CC=2)C2C=CC=CC=2)([P](C2C=CC=CC=2)(C2C=CC=CC=2)C2C=CC=CC=2)[P](C2C=CC=CC=2)(C2C=CC=CC=2)C2C=CC=CC=2)(C2C=CC=CC=2)C2C=CC=CC=2)=CC=1. (9) The reactants are C[CH:3]([NH:5][S:6]([C:9]1[CH:14]=[CH:13][C:12]([O:15][CH3:16])=[C:11]([O:17][CH3:18])[CH:10]=1)(=[O:7])=[O:8])[CH:3]([NH:5][S:6]([C:9]1[CH:14]=[CH:13][C:12]([O:15][CH3:16])=[C:11]([O:17][CH3:18])[CH:10]=1)(=[O:8])=[O:7])C.[CH3:33]C(N)C(N)C.C([N:42]([CH:45]([CH3:47])[CH3:46])[CH2:43]C)(C)C.[CH3:48][O:49][C:50]1[CH:51]=[C:52]([S:58](Cl)(=[O:60])=[O:59])[CH:53]=[CH:54][C:55]=1[O:56][CH3:57]. The catalyst is C(Cl)Cl. The product is [CH3:47][CH:45]([N:42]([CH3:43])[S:58]([C:52]1[CH:53]=[CH:54][C:55]([O:56][CH3:57])=[C:50]([O:49][CH3:48])[CH:51]=1)(=[O:60])=[O:59])[CH:46]([N:5]([CH3:3])[S:6]([C:9]1[CH:14]=[CH:13][C:12]([O:15][CH3:16])=[C:11]([O:17][CH3:18])[CH:10]=1)(=[O:8])=[O:7])[CH3:33]. The yield is 0.300.